This data is from Catalyst prediction with 721,799 reactions and 888 catalyst types from USPTO. The task is: Predict which catalyst facilitates the given reaction. Reactant: [Cl:1][C:2]1[CH:10]=[C:9]2[C:5]([C:6]([CH2:18][C:19]3[CH:24]=[CH:23][CH:22]=[C:21]([Cl:25])[CH:20]=3)([CH:12]3[CH2:17][CH2:16][CH2:15][NH:14][CH2:13]3)[C:7](=[O:11])[NH:8]2)=[CH:4][CH:3]=1.C(=O)([O-])[O-].[K+].[K+].Br[CH2:33][C:34]1[CH:39]=[CH:38][CH:37]=[CH:36][CH:35]=1. Product: [CH2:33]([N:14]1[CH2:15][CH2:16][CH2:17][CH:12]([C:6]2([CH2:18][C:19]3[CH:24]=[CH:23][CH:22]=[C:21]([Cl:25])[CH:20]=3)[C:5]3[C:9](=[CH:10][C:2]([Cl:1])=[CH:3][CH:4]=3)[NH:8][C:7]2=[O:11])[CH2:13]1)[C:34]1[CH:39]=[CH:38][CH:37]=[CH:36][CH:35]=1. The catalyst class is: 21.